Dataset: Full USPTO retrosynthesis dataset with 1.9M reactions from patents (1976-2016). Task: Predict the reactants needed to synthesize the given product. (1) Given the product [F:38][C:39]1([F:43])[CH2:42][N:41]([C:8](=[O:9])[CH2:7][CH2:6][NH:5][C:3](=[O:4])[CH:2]([OH:1])[C:11]2[CH:12]=[CH:13][C:14]([C:17]3[N:21]=[C:20]([C:22]4[O:26][N:25]=[C:24]([C:27]5[CH:28]=[CH:29][CH:30]=[CH:31][CH:32]=5)[C:23]=4[C:33]([F:35])([F:34])[F:36])[O:19][N:18]=3)=[CH:15][CH:16]=2)[CH2:40]1, predict the reactants needed to synthesize it. The reactants are: [OH:1][CH:2]([C:11]1[CH:16]=[CH:15][C:14]([C:17]2[N:21]=[C:20]([C:22]3[O:26][N:25]=[C:24]([C:27]4[CH:32]=[CH:31][CH:30]=[CH:29][CH:28]=4)[C:23]=3[C:33]([F:36])([F:35])[F:34])[O:19][N:18]=2)=[CH:13][CH:12]=1)[C:3]([NH:5][CH2:6][CH2:7][C:8](O)=[O:9])=[O:4].Cl.[F:38][C:39]1([F:43])[CH2:42][NH:41][CH2:40]1.CN1CCOCC1.CN(C(ON1N=NC2C=CC=NC1=2)=[N+](C)C)C.F[P-](F)(F)(F)(F)F. (2) Given the product [NH:1]1[C:5]2[NH:6][C:7]([C:9]([OH:11])=[O:10])=[CH:8][C:4]=2[CH:3]=[N:2]1, predict the reactants needed to synthesize it. The reactants are: [NH:1]1[C:5]2[NH:6][C:7]([C:9]([O:11]CC)=[O:10])=[CH:8][C:4]=2[CH:3]=[N:2]1.C(=O)([O-])[O-].[Cs+].[Cs+]. (3) Given the product [Cl:1][C:2]1[CH:3]=[CH:4][C:5]([CH2:6][N:7]2[C:15]3[C:14](=[O:16])[N:13]([CH2:33][CH3:34])[C:12](=[O:17])[N:11]([CH3:18])[C:10]=3[N:9]=[C:8]2[O:19][C:20]2[CH:25]=[CH:24][CH:23]=[C:22]([C:26]([F:29])([F:27])[F:28])[CH:21]=2)=[CH:30][CH:31]=1, predict the reactants needed to synthesize it. The reactants are: [Cl:1][C:2]1[CH:31]=[CH:30][C:5]([CH2:6][N:7]2[C:15]3[C:14](=[O:16])[NH:13][C:12](=[O:17])[N:11]([CH3:18])[C:10]=3[N:9]=[C:8]2[O:19][C:20]2[CH:25]=[CH:24][CH:23]=[C:22]([C:26]([F:29])([F:28])[F:27])[CH:21]=2)=[CH:4][CH:3]=1.I[CH2:33][CH3:34].C(=O)([O-])[O-].[K+].[K+]. (4) Given the product [CH3:15][C@H:6]1[C@H:5]([OH:4])[C@@H:10]([OH:11])[CH:9]=[CH:8][O:7]1, predict the reactants needed to synthesize it. The reactants are: C([O:4][C@@H:5]1[C@@H:10]([O:11]C(=O)C)[CH:9]=[CH:8][O:7][C@H:6]1[CH3:15])(=O)C.C([O-])([O-])=O.[K+].[K+].